This data is from Full USPTO retrosynthesis dataset with 1.9M reactions from patents (1976-2016). The task is: Predict the reactants needed to synthesize the given product. (1) Given the product [F:1][C:2]1[C:7]([F:8])=[C:6]([O:9][CH2:10][CH3:11])[CH:5]=[C:4]([CH3:12])[C:3]=1[CH2:13][CH2:14][CH:15]1[CH2:20][CH2:19][CH:18]([CH2:21][CH2:22][CH2:23][CH2:24][CH3:25])[CH2:17][CH2:16]1, predict the reactants needed to synthesize it. The reactants are: [F:1][C:2]1[C:7]([F:8])=[C:6]([O:9][CH2:10][CH3:11])[CH:5]=[C:4]([CH3:12])[C:3]=1[CH:13]=[CH:14][CH:15]1[CH2:20][CH2:19][CH:18]([CH2:21][CH2:22][CH2:23][CH2:24][CH3:25])[CH2:17][CH2:16]1.[H][H]. (2) Given the product [CH3:1][Si:2]([CH3:4])([CH3:3])[O:6][C@@H:7]1[CH2:11][CH2:10][NH:9][C:8]1=[O:12], predict the reactants needed to synthesize it. The reactants are: [CH3:1][Si:2](Cl)([CH3:4])[CH3:3].[OH:6][C@@H:7]1[CH2:11][CH2:10][NH:9][C:8]1=[O:12].C1(C)C(C)=CC=CC=1.C[Si](C)(C)N[Si](C)(C)C. (3) Given the product [C:15]([O:26][C:25]([N:21]1[CH2:22][CH2:23][CH:18]([CH:15]2[CH2:16][CH2:17][N:12]([C:5]3[CH:6]=[CH:7][C:8]([N+:9]([O-:11])=[O:10])=[C:3]([O:2][CH3:1])[CH:4]=3)[CH2:13][CH2:14]2)[CH2:19][CH2:20]1)=[O:28])([CH3:18])([CH3:16])[CH3:14], predict the reactants needed to synthesize it. The reactants are: [CH3:1][O:2][C:3]1[CH:4]=[C:5]([N:12]2[CH2:17][CH2:16][CH:15]([CH:18]3[CH2:23][CH2:22][NH:21][CH2:20][CH2:19]3)[CH2:14][CH2:13]2)[CH:6]=[CH:7][C:8]=1[N+:9]([O-:11])=[O:10].O.[C:25](=[O:28])([O-])[OH:26].[Na+]. (4) Given the product [NH2:1][C:2]1[C:7]([C:8]([C:10]2[CH:15]=[C:14]([F:16])[CH:13]=[CH:12][C:11]=2[O:17][CH3:18])=[O:9])=[CH:6][N:5]=[C:4]([NH:19][CH:20]2[CH2:21][CH2:22][N:23]([S:30]([CH2:29][CH2:28][CH2:27][Cl:26])(=[O:32])=[O:31])[CH2:24][CH2:25]2)[N:3]=1, predict the reactants needed to synthesize it. The reactants are: [NH2:1][C:2]1[C:7]([C:8]([C:10]2[CH:15]=[C:14]([F:16])[CH:13]=[CH:12][C:11]=2[O:17][CH3:18])=[O:9])=[CH:6][N:5]=[C:4]([NH:19][CH:20]2[CH2:25][CH2:24][NH:23][CH2:22][CH2:21]2)[N:3]=1.[Cl:26][CH2:27][CH2:28][CH2:29][S:30](Cl)(=[O:32])=[O:31]. (5) Given the product [Cl:19][C:20]1[CH:21]=[C:22]([NH:13][C:12]2[C:11]3[C:10](=[CH:9][CH:8]=[C:6]4[N:7]=[C:3]([C:1]#[N:2])[S:4][C:5]4=3)[N:14]=[CH:15][N:16]=2)[CH:24]=[CH:25][C:26]=1[Cl:27], predict the reactants needed to synthesize it. The reactants are: [C:1]([C:3]1[S:4][C:5]2[C:11]([C:12]#[N:13])=[C:10](/[N:14]=[CH:15]/[N:16](C)C)[CH:9]=[CH:8][C:6]=2[N:7]=1)#[N:2].[Cl:19][C:20]1[CH:21]=[C:22]([CH:24]=[CH:25][C:26]=1[Cl:27])N.[K+].[Br-]. (6) Given the product [I:7][C:8]1[CH:23]=[CH:24][C:25]([C:20]([CH3:21])([CH3:26])[C:17]#[N:18])=[CH:5][CH:2]=1, predict the reactants needed to synthesize it. The reactants are: C[C:2]([CH3:5])([O-])C.[Na+].[I:7][CH3:8].IC1C=CC(C[C:17]#[N:18])=CC=1.Cl.[C:20]1([CH3:26])[CH:25]=[CH:24][CH:23]=C[CH:21]=1.